From a dataset of Catalyst prediction with 721,799 reactions and 888 catalyst types from USPTO. Predict which catalyst facilitates the given reaction. (1) The catalyst class is: 166. Reactant: [CH3:1][O:2][C:3]([C:5]1[C:10]([NH:11][C:12]2[CH:13]=[N:14][CH:15]=[CH:16][CH:17]=2)=[N:9][CH:8]=[CH:7][N:6]=1)=[O:4].[C:18]([O:22][C:23](O[C:23]([O:22][C:18]([CH3:21])([CH3:20])[CH3:19])=[O:24])=[O:24])([CH3:21])([CH3:20])[CH3:19]. Product: [CH3:1][O:2][C:3]([C:5]1[C:10]([N:11]([C:23]([O:22][C:18]([CH3:21])([CH3:20])[CH3:19])=[O:24])[C:12]2[CH:13]=[N:14][CH:15]=[CH:16][CH:17]=2)=[N:9][CH:8]=[CH:7][N:6]=1)=[O:4]. (2) Reactant: [Cl:1][C:2]1[CH:3]=[CH:4][C:5]([NH:8][C:9](=[O:32])[C:10]2[CH:15]=[CH:14][CH:13]=[CH:12][C:11]=2[NH:16][CH2:17][CH:18]2[CH2:23][CH2:22][N:21]([C:24]3[CH:29]=[CH:28][N:27]=[C:26]([C:30]#[N:31])[CH:25]=3)[CH2:20][CH2:19]2)=[N:6][CH:7]=1.CO.N.[SH2:36]. Product: [Cl:1][C:2]1[CH:3]=[CH:4][C:5]([NH:8][C:9](=[O:32])[C:10]2[CH:15]=[CH:14][CH:13]=[CH:12][C:11]=2[NH:16][CH2:17][CH:18]2[CH2:23][CH2:22][N:21]([C:24]3[CH:29]=[CH:28][N:27]=[C:26]([C:30](=[S:36])[NH2:31])[CH:25]=3)[CH2:20][CH2:19]2)=[N:6][CH:7]=1. The catalyst class is: 7. (3) Reactant: [F:1][C:2]1[CH:7]=[CH:6][C:5]([C:8]2[N:9]=[C:10]([C:13]3[CH:14]=[N:15][CH:16]=[CH:17][C:18]=3[CH3:19])[O:11][CH:12]=2)=[CH:4][CH:3]=1.[Li+].[CH3:21][CH:22]([N-]C(C)C)[CH3:23].C(I)CC. Product: [CH2:19]([C:18]1[CH:17]=[CH:16][N:15]=[CH:14][C:13]=1[C:10]1[O:11][CH:12]=[C:8]([C:5]2[CH:4]=[CH:3][C:2]([F:1])=[CH:7][CH:6]=2)[N:9]=1)[CH2:21][CH2:22][CH3:23]. The catalyst class is: 1. (4) Reactant: S(S([O-])=O)([O-])(=O)=O.[Na+].[Na+].[NH2:10][C:11]1[CH:12]=[C:13]([CH:17]=[CH:18][C:19]=1[NH2:20])[C:14](O)=O.[NH:21]1[C:29]2[C:24](=[CH:25][CH:26]=[CH:27][CH:28]=2)[C:23]([CH:30]=O)=[N:22]1.[CH3:32]N(C)C=O. Product: [CH3:32][C:17]1[C:13]([CH3:14])=[CH:12][C:11]2[NH:10][C:30]([C:23]3[C:24]4[C:29](=[CH:28][CH:27]=[CH:26][CH:25]=4)[NH:21][N:22]=3)=[N:20][C:19]=2[CH:18]=1. The catalyst class is: 4.